From a dataset of Reaction yield outcomes from USPTO patents with 853,638 reactions. Predict the reaction yield, written as a fraction of the theoretical maximum amount of product (1.0 means a 100% yield; for example, 0.34 means a 34% yield). The reactants are [Si:1]([O:8][CH2:9][C@@H:10]([NH:25][C:26](=[O:32])[O:27][C:28]([CH3:31])([CH3:30])[CH3:29])[C@H:11]([C:15]1[CH:20]=[CH:19][C:18]([C:21]([F:24])([F:23])[F:22])=[CH:17][CH:16]=1)/[CH:12]=C/C)([C:4]([CH3:7])([CH3:6])[CH3:5])([CH3:3])[CH3:2].[BH4-].[Na+].C[OH:36].C(Cl)Cl. No catalyst specified. The product is [Si:1]([O:8][CH2:9][C@@H:10]([NH:25][C:26](=[O:32])[O:27][C:28]([CH3:31])([CH3:29])[CH3:30])[C@H:11]([C:15]1[CH:20]=[CH:19][C:18]([C:21]([F:23])([F:24])[F:22])=[CH:17][CH:16]=1)[CH2:12][OH:36])([C:4]([CH3:6])([CH3:7])[CH3:5])([CH3:3])[CH3:2]. The yield is 0.970.